Dataset: Forward reaction prediction with 1.9M reactions from USPTO patents (1976-2016). Task: Predict the product of the given reaction. (1) Given the reactants [F:1][C:2]1[C:7]([F:8])=[CH:6][C:5]([C:9]2[CH:14]=[CH:13][N:12]=[CH:11][C:10]=2[NH:15][CH2:16][C:17]([F:20])([F:19])[F:18])=[C:4]([O:21][CH3:22])[CH:3]=1.[CH3:23][N:24]([CH3:41])[S:25]([C:28]1[CH:29]=[C:30]([CH:34]=[C:35]([C:37]([F:40])([F:39])[F:38])[CH:36]=1)[C:31](O)=[O:32])(=[O:27])=[O:26], predict the reaction product. The product is: [F:1][C:2]1[C:7]([F:8])=[CH:6][C:5]([C:9]2[CH:14]=[CH:13][N:12]=[CH:11][C:10]=2[N:15]([CH2:16][C:17]([F:18])([F:19])[F:20])[C:31](=[O:32])[C:30]2[CH:34]=[C:35]([C:37]([F:39])([F:38])[F:40])[CH:36]=[C:28]([S:25](=[O:26])(=[O:27])[N:24]([CH3:41])[CH3:23])[CH:29]=2)=[C:4]([O:21][CH3:22])[CH:3]=1. (2) Given the reactants [NH2:1][C:2]1[CH:3]=[CH:4][C:5]([O:18][CH3:19])=[C:6]([NH:8][C:9]([NH:11][C:12]2[CH:17]=[N:16][CH:15]=[CH:14][N:13]=2)=[O:10])[CH:7]=1.[F:20][C:21]([F:33])([F:32])[C:22]([N:24]1[CH2:31][CH2:30][CH2:29][C@H:25]1[C:26](Cl)=[O:27])=[O:23], predict the reaction product. The product is: [CH3:19][O:18][C:5]1[CH:4]=[CH:3][C:2]([NH:1][C:26]([C@@H:25]2[CH2:29][CH2:30][CH2:31][N:24]2[C:22](=[O:23])[C:21]([F:33])([F:20])[F:32])=[O:27])=[CH:7][C:6]=1[NH:8][C:9]([NH:11][C:12]1[CH:17]=[N:16][CH:15]=[CH:14][N:13]=1)=[O:10].